From a dataset of Peptide-MHC class I binding affinity with 185,985 pairs from IEDB/IMGT. Regression. Given a peptide amino acid sequence and an MHC pseudo amino acid sequence, predict their binding affinity value. This is MHC class I binding data. (1) The peptide sequence is LWISVKVLF. The MHC is HLA-A26:01 with pseudo-sequence HLA-A26:01. The binding affinity (normalized) is 0.350. (2) The peptide sequence is EVAEKDAMY. The MHC is HLA-B58:01 with pseudo-sequence HLA-B58:01. The binding affinity (normalized) is 0.0847. (3) The peptide sequence is PVKTDIVNT. The MHC is HLA-A02:02 with pseudo-sequence HLA-A02:02. The binding affinity (normalized) is 0.00431.